From a dataset of Full USPTO retrosynthesis dataset with 1.9M reactions from patents (1976-2016). Predict the reactants needed to synthesize the given product. (1) Given the product [F:1][C:2]1[CH:3]=[CH:4][C:5]([C:8]2[C:12]([C:13]3[CH:18]=[CH:17][N:16]=[C:15]([C:19]([NH:24][CH3:23])=[O:21])[CH:14]=3)=[CH:11][NH:10][N:9]=2)=[CH:6][CH:7]=1, predict the reactants needed to synthesize it. The reactants are: [F:1][C:2]1[CH:7]=[CH:6][C:5]([C:8]2[C:12]([C:13]3[CH:18]=[CH:17][N:16]=[C:15]([C:19]([O:21]C)=O)[CH:14]=3)=[CH:11][NH:10][N:9]=2)=[CH:4][CH:3]=1.[CH3:23][NH2:24]. (2) Given the product [NH2:8][C:9]1[S:10][C:11]([CH2:19][N:20]2[CH2:21][CH2:22][O:23][CH2:24][CH2:25]2)=[C:12]([C:14]2[O:15][CH:16]=[CH:17][CH:18]=2)[N:13]=1, predict the reactants needed to synthesize it. The reactants are: C(OC([NH:8][C:9]1[S:10][C:11]([CH2:19][N:20]2[CH2:25][CH2:24][O:23][CH2:22][CH2:21]2)=[C:12]([C:14]2[O:15][CH:16]=[CH:17][CH:18]=2)[N:13]=1)=O)(C)(C)C. (3) Given the product [CH2:1]([N:8]([CH3:28])[C:9]([CH:11]1[CH2:16][CH2:15][N:14]([C:17]([C:19]2[N:20]([CH3:32])[C:21]3[C:26]([CH:27]=2)=[CH:25][CH:24]=[CH:23][CH:22]=3)=[O:18])[CH2:13][CH2:12]1)=[O:10])[C:2]1[CH:7]=[CH:6][CH:5]=[CH:4][CH:3]=1, predict the reactants needed to synthesize it. The reactants are: [CH2:1]([N:8]([CH3:28])[C:9]([CH:11]1[CH2:16][CH2:15][N:14]([C:17]([C:19]2[NH:20][C:21]3[C:26]([CH:27]=2)=[CH:25][CH:24]=[CH:23][CH:22]=3)=[O:18])[CH2:13][CH2:12]1)=[O:10])[C:2]1[CH:7]=[CH:6][CH:5]=[CH:4][CH:3]=1.[H-].[Na+].I[CH3:32]. (4) Given the product [CH3:8][C:6]1([CH3:7])[C:2]([CH3:18])([CH3:1])[O:3][B:4]([C:9]2[CH:10]=[CH:11][C:12]3[N:16]=[N:15][N:14]([C:19]([C:20]4[CH:25]=[CH:24][CH:23]=[CH:22][CH:21]=4)([C:32]4[CH:33]=[CH:34][CH:35]=[CH:36][CH:37]=4)[C:26]4[CH:27]=[CH:28][CH:29]=[CH:30][CH:31]=4)[C:13]=3[CH:17]=2)[O:5]1, predict the reactants needed to synthesize it. The reactants are: [CH3:1][C:2]1([CH3:18])[C:6]([CH3:8])([CH3:7])[O:5][B:4]([C:9]2[CH:10]=[CH:11][C:12]3[N:16]=[N:15][NH:14][C:13]=3[CH:17]=2)[O:3]1.[C:19](Cl)([C:32]1[CH:37]=[CH:36][CH:35]=[CH:34][CH:33]=1)([C:26]1[CH:31]=[CH:30][CH:29]=[CH:28][CH:27]=1)[C:20]1[CH:25]=[CH:24][CH:23]=[CH:22][CH:21]=1.C(N(CC)CC)C. (5) Given the product [Br:1][C:2]1[CH:7]=[CH:6][N:5]2[C:8]([C:11]([OH:13])=[O:12])=[CH:9][N:10]=[C:4]2[CH:3]=1, predict the reactants needed to synthesize it. The reactants are: [Br:1][C:2]1[CH:7]=[CH:6][N:5]2[C:8]([C:11]([O:13]CC)=[O:12])=[CH:9][N:10]=[C:4]2[CH:3]=1.[OH-].[Na+].Cl.